This data is from Reaction yield outcomes from USPTO patents with 853,638 reactions. The task is: Predict the reaction yield, written as a fraction of the theoretical maximum amount of product (1.0 means a 100% yield; for example, 0.34 means a 34% yield). (1) The reactants are [N:1]1[CH:2]=[CH:3][N:4]2[CH:9]=[C:8]([C:10]([NH:12][NH2:13])=[O:11])[CH:7]=[CH:6][C:5]=12.[CH3:14][O:15][C:16]1[CH:21]=[CH:20][C:19]([CH2:22][CH2:23][C:24](O)=O)=[CH:18][C:17]=1[C:27]([F:30])([F:29])[F:28]. No catalyst specified. The product is [CH3:14][O:15][C:16]1[CH:21]=[CH:20][C:19]([CH2:22][CH2:23][C:24]2[O:11][C:10]([C:8]3[CH:7]=[CH:6][C:5]4[N:4]([CH:3]=[CH:2][N:1]=4)[CH:9]=3)=[N:12][N:13]=2)=[CH:18][C:17]=1[C:27]([F:28])([F:30])[F:29]. The yield is 0.380. (2) The reactants are [Br:1][C:2]1[CH:3]=[C:4]([NH:9][C:10]2[C:11]3[CH:19]=[C:18]([NH:20][C:21](=[O:31])[CH2:22]P(=O)(OCC)OCC)[N:17]=[CH:16][C:12]=3[N:13]=[CH:14][N:15]=2)[CH:5]=[CH:6][C:7]=1[F:8].[CH3:32][C:33]([N:35]([CH3:37])[CH3:36])=O.[Li+].[Cl-].[OH-].[K+]. The catalyst is O.C(Cl)Cl.CO. The product is [Br:1][C:2]1[CH:3]=[C:4]([CH:5]=[CH:6][C:7]=1[F:8])[NH:9][C:10]1[C:11]2[CH:19]=[C:18]([NH:20][C:21](=[O:31])/[CH:22]=[CH:32]/[CH2:33][N:35]([CH3:37])[CH3:36])[N:17]=[CH:16][C:12]=2[N:13]=[CH:14][N:15]=1. The yield is 0.970. (3) The reactants are [N:1]1[CH:6]=[CH:5][CH:4]=[C:3]([O:7][CH:8]([C:10]2[CH:18]=[CH:17][C:13]([C:14]([OH:16])=O)=[CH:12][N:11]=2)[CH3:9])[CH:2]=1.C(N(CC)CC)C.[NH2:26][CH2:27][C:28]1[C:29]([OH:36])=[N:30][C:31]([CH3:35])=[CH:32][C:33]=1[CH3:34]. The catalyst is ClCCl. The product is [OH:36][C:29]1[C:28]([CH2:27][NH:26][C:14](=[O:16])[C:13]2[CH:17]=[CH:18][C:10]([CH:8]([O:7][C:3]3[CH:2]=[N:1][CH:6]=[CH:5][CH:4]=3)[CH3:9])=[N:11][CH:12]=2)=[C:33]([CH3:34])[CH:32]=[C:31]([CH3:35])[N:30]=1. The yield is 0.215. (4) The reactants are [CH3:1][O:2][CH2:3][O:4][C:5]1[CH:10]=[C:9]([O:11][CH3:12])[CH:8]=[CH:7][C:6]=1[NH:13][C:14](=[NH:19])[CH2:15][CH2:16][CH2:17][CH3:18].[CH2:20](N(CC)CC)C.[C:27]([OH:30])(=O)[CH3:28]. The catalyst is C(O)(C)C. The product is [CH2:15]([C:14]1[N:13]([C:6]2[CH:7]=[CH:8][C:9]([O:11][CH3:12])=[CH:10][C:5]=2[O:4][CH2:3][O:2][CH3:1])[C:28]([CH:27]=[O:30])=[CH:20][N:19]=1)[CH2:16][CH2:17][CH3:18]. The yield is 0.630. (5) The reactants are [OH:1][C:2]1[C:3]([C:8]([OH:10])=O)=[N:4][CH:5]=[CH:6][CH:7]=1.C(N(C(C)C)CC)(C)C.ON1C2C=CC=CC=2N=N1.Cl.[C:31]([O:35][C:36](=[O:39])[CH2:37][NH2:38])([CH3:34])([CH3:33])[CH3:32]. The catalyst is CN(C=O)C. The product is [C:31]([O:35][C:36](=[O:39])[CH2:37][NH:38][C:8]([C:3]1[C:2]([OH:1])=[CH:7][CH:6]=[CH:5][N:4]=1)=[O:10])([CH3:34])([CH3:33])[CH3:32]. The yield is 0.220. (6) The reactants are [CH2:1]([N:8]1[C:13](=[O:14])[C:12]([CH2:15]OS(C)(=O)=O)=[CH:11][C:10]([C:21]2[CH:26]=[CH:25][C:24]([F:27])=[C:23]([CH3:28])[CH:22]=2)=[N:9]1)[C:2]1[CH:7]=[CH:6][CH:5]=[CH:4][CH:3]=1.[CH3:29][NH:30][CH3:31]. No catalyst specified. The product is [CH2:1]([N:8]1[C:13](=[O:14])[C:12]([CH2:15][N:30]([CH3:31])[CH3:29])=[CH:11][C:10]([C:21]2[CH:26]=[CH:25][C:24]([F:27])=[C:23]([CH3:28])[CH:22]=2)=[N:9]1)[C:2]1[CH:7]=[CH:6][CH:5]=[CH:4][CH:3]=1. The yield is 0.927. (7) The reactants are C([Li])CCC.CCCCCC.[CH2:12]([C:14]([C:26]1[CH:31]=[CH:30][C:29]([OH:32])=[C:28]([CH3:33])[CH:27]=1)([C:17]1[CH:22]=[CH:21][C:20]([C:23]#[CH:24])=[C:19]([CH3:25])[CH:18]=1)[CH2:15][CH3:16])[CH3:13].[CH3:34][CH2:35][C:36](=[O:39])[CH2:37][CH3:38]. The catalyst is O1CCCC1. The product is [CH2:12]([C:14]([C:26]1[CH:31]=[CH:30][C:29]([OH:32])=[C:28]([CH3:33])[CH:27]=1)([C:17]1[CH:22]=[CH:21][C:20]([C:23]#[C:24][C:36]([CH2:37][CH3:38])([OH:39])[CH2:35][CH3:34])=[C:19]([CH3:25])[CH:18]=1)[CH2:15][CH3:16])[CH3:13]. The yield is 0.620.